This data is from Catalyst prediction with 721,799 reactions and 888 catalyst types from USPTO. The task is: Predict which catalyst facilitates the given reaction. (1) The catalyst class is: 3. Reactant: [Cl:1][C:2]1[CH:10]=[C:9]([N:11]2[CH2:16][CH2:15][O:14][CH2:13][S:12]2(=[O:18])=[O:17])[CH:8]=[CH:7][C:3]=1[C:4]([OH:6])=O.[Cl:19][C:20]1[CH:26]=[CH:25][C:23]([NH2:24])=[CH:22][C:21]=1[C:27]1[N:36]=[CH:35][CH:34]=[C:33]2[C:28]=1[CH:29]=[CH:30][CH:31]=[N:32]2.CN(C(ON1N=NC2C=CC=NC1=2)=[N+](C)C)C.F[P-](F)(F)(F)(F)F.CCN(C(C)C)C(C)C. Product: [Cl:1][C:2]1[CH:10]=[C:9]([N:11]2[CH2:16][CH2:15][O:14][CH2:13][S:12]2(=[O:18])=[O:17])[CH:8]=[CH:7][C:3]=1[C:4]([NH:24][C:23]1[CH:25]=[CH:26][C:20]([Cl:19])=[C:21]([C:27]2[N:36]=[CH:35][CH:34]=[C:33]3[C:28]=2[CH:29]=[CH:30][CH:31]=[N:32]3)[CH:22]=1)=[O:6]. (2) Reactant: C(=O)([O-])[O-].[Cs+].[Cs+].[CH3:7][CH:8]([CH3:35])[CH2:9][O:10][C:11]([C:13]1[C:18](=[O:19])[N:17]([CH2:20][C:21]2[CH:26]=[CH:25][C:24]([OH:27])=[C:23]([F:28])[C:22]=2[F:29])[N:16]2[CH2:30][CH2:31][CH2:32][C@:15]2([CH3:33])[C:14]=1[OH:34])=[O:12].Br[CH2:37][CH2:38][CH2:39][CH2:40][O:41][CH2:42][C@H:43]1[CH2:47][O:46][C:45]([CH3:49])([CH3:48])[O:44]1.P([O-])(O)(O)=O.[K+]. Product: [CH3:7][CH:8]([CH3:35])[CH2:9][O:10][C:11]([C:13]1[C:18](=[O:19])[N:17]([CH2:20][C:21]2[CH:26]=[CH:25][C:24]([O:27][CH2:37][CH2:38][CH2:39][CH2:40][O:41][CH2:42][C@H:43]3[CH2:47][O:46][C:45]([CH3:48])([CH3:49])[O:44]3)=[C:23]([F:28])[C:22]=2[F:29])[N:16]2[CH2:30][CH2:31][CH2:32][C@:15]2([CH3:33])[C:14]=1[OH:34])=[O:12]. The catalyst class is: 10. (3) Reactant: [CH:1]1([C:4]2[CH:5]=[N:6][C:7]([NH:14][C:15]3[CH:24]=[CH:23][C:22]4[C:17](=[CH:18][CH:19]=[CH:20][C:21]=4[C:25]4[CH:30]=[CH:29][CH:28]=[CH:27][CH:26]=4)[CH:16]=3)=[C:8]([CH:13]=2)[C:9]([O:11]C)=[O:10])[CH2:3][CH2:2]1.[OH-].[Na+]. Product: [CH:1]1([C:4]2[CH:5]=[N:6][C:7]([NH:14][C:15]3[CH:24]=[CH:23][C:22]4[C:17](=[CH:18][CH:19]=[CH:20][C:21]=4[C:25]4[CH:30]=[CH:29][CH:28]=[CH:27][CH:26]=4)[CH:16]=3)=[C:8]([CH:13]=2)[C:9]([OH:11])=[O:10])[CH2:2][CH2:3]1. The catalyst class is: 111. (4) Reactant: [NH2:1][C:2]([C:4]1[C:5]([NH:28][CH2:29][C:30]2[CH:35]=[CH:34][CH:33]=[CH:32][CH:31]=2)=[N:6][C:7]([NH:10][C:11]2[CH:16]=[CH:15][C:14]([N:17]3[CH2:22][CH2:21][CH:20]([C:23]([O:25]CC)=[O:24])[CH2:19][CH2:18]3)=[CH:13][CH:12]=2)=[N:8][CH:9]=1)=[O:3].[OH-].[Na+]. Product: [NH2:1][C:2]([C:4]1[C:5]([NH:28][CH2:29][C:30]2[CH:31]=[CH:32][CH:33]=[CH:34][CH:35]=2)=[N:6][C:7]([NH:10][C:11]2[CH:12]=[CH:13][C:14]([N:17]3[CH2:22][CH2:21][CH:20]([C:23]([OH:25])=[O:24])[CH2:19][CH2:18]3)=[CH:15][CH:16]=2)=[N:8][CH:9]=1)=[O:3]. The catalyst class is: 36. (5) Reactant: [C:1]([N:8]([CH3:14])[C@H:9]([C:11]([OH:13])=O)[CH3:10])([O:3][C:4]([CH3:7])([CH3:6])[CH3:5])=[O:2].CN(C(ON1N=NC2C=CC=NC1=2)=[N+](C)C)C.F[P-](F)(F)(F)(F)F.CCN(C(C)C)C(C)C.[CH3:48][O:49][C:50]([N:52]1[CH2:56][CH:55]([C:57]2[C:65]3[C:60](=[CH:61][C:62]([F:66])=[CH:63][CH:64]=3)[NH:59][CH:58]=2)[CH:54]2[N:67]([C:70](=[O:79])[CH:71]([NH2:78])[CH:72]3[CH2:77][CH2:76][CH2:75][CH2:74][CH2:73]3)[CH2:68][CH2:69][CH:53]12)=[O:51]. Product: [CH3:48][O:49][C:50]([N:52]1[CH2:56][CH:55]([C:57]2[C:65]3[C:60](=[CH:61][C:62]([F:66])=[CH:63][CH:64]=3)[NH:59][CH:58]=2)[CH:54]2[N:67]([C:70](=[O:79])[CH:71]([NH:78][C:11](=[O:13])[CH:9]([N:8]([C:1]([O:3][C:4]([CH3:5])([CH3:6])[CH3:7])=[O:2])[CH3:14])[CH3:10])[CH:72]3[CH2:73][CH2:74][CH2:75][CH2:76][CH2:77]3)[CH2:68][CH2:69][CH:53]12)=[O:51]. The catalyst class is: 296. (6) The catalyst class is: 260. Product: [Br:1][C:2]1[CH:7]=[CH:6][CH:5]=[CH:4][C:3]=1[N:8]1[CH2:39][CH2:38][N:11]([S:12]([C:15]2[CH:20]=[CH:19][CH:18]=[CH:17][C:16]=2[N+:21]([O-:23])=[O:22])(=[O:13])=[O:14])[CH2:10][CH:9]1[CH:26]=[CH2:27]. Reactant: [Br:1][C:2]1[CH:7]=[CH:6][CH:5]=[CH:4][C:3]=1[NH:8][CH2:9][CH2:10][NH:11][S:12]([C:15]1[CH:20]=[CH:19][CH:18]=[CH:17][C:16]=1[N+:21]([O-:23])=[O:22])(=[O:14])=[O:13].C(=O)(OC)O/[CH:26]=[CH:27]\CCOC(=O)OC.[C:38]1(P(C2C=CC=CC=2)C2C=CC=CN=2)C=CC=C[CH:39]=1. (7) Reactant: [CH2:1]([N:8]([CH:18]1[CH2:23][CH2:22][CH2:21][CH2:20][CH2:19]1)[CH2:9][C:10](O)([CH3:16])[C:11]([O:13][CH2:14][CH3:15])=[O:12])[C:2]1[CH:7]=[CH:6][CH:5]=[CH:4][CH:3]=1.CCN(S(F)(F)[F:30])CC. Product: [CH2:1]([N:8]([CH:18]1[CH2:23][CH2:22][CH2:21][CH2:20][CH2:19]1)[CH2:9][C:10]([F:30])([CH3:16])[C:11]([O:13][CH2:14][CH3:15])=[O:12])[C:2]1[CH:7]=[CH:6][CH:5]=[CH:4][CH:3]=1. The catalyst class is: 4.